From a dataset of NCI-60 drug combinations with 297,098 pairs across 59 cell lines. Regression. Given two drug SMILES strings and cell line genomic features, predict the synergy score measuring deviation from expected non-interaction effect. (1) Synergy scores: CSS=0.919, Synergy_ZIP=3.10, Synergy_Bliss=3.65, Synergy_Loewe=3.87, Synergy_HSA=1.62. Drug 1: CC1=C(C(CCC1)(C)C)C=CC(=CC=CC(=CC(=O)O)C)C. Drug 2: CC12CCC3C(C1CCC2O)C(CC4=C3C=CC(=C4)O)CCCCCCCCCS(=O)CCCC(C(F)(F)F)(F)F. Cell line: BT-549. (2) Drug 1: C1=CC=C(C(=C1)C(C2=CC=C(C=C2)Cl)C(Cl)Cl)Cl. Drug 2: N.N.Cl[Pt+2]Cl. Cell line: HOP-92. Synergy scores: CSS=38.4, Synergy_ZIP=-0.196, Synergy_Bliss=-0.0647, Synergy_Loewe=-23.5, Synergy_HSA=-4.40. (3) Drug 1: CNC(=O)C1=NC=CC(=C1)OC2=CC=C(C=C2)NC(=O)NC3=CC(=C(C=C3)Cl)C(F)(F)F. Drug 2: C1C(C(OC1N2C=NC(=NC2=O)N)CO)O. Cell line: HS 578T. Synergy scores: CSS=7.60, Synergy_ZIP=-2.67, Synergy_Bliss=0.463, Synergy_Loewe=3.78, Synergy_HSA=2.94. (4) Drug 1: CN1C2=C(C=C(C=C2)N(CCCl)CCCl)N=C1CCCC(=O)O.Cl. Drug 2: COC1=NC(=NC2=C1N=CN2C3C(C(C(O3)CO)O)O)N. Cell line: NCIH23. Synergy scores: CSS=0.998, Synergy_ZIP=1.30, Synergy_Bliss=1.61, Synergy_Loewe=-3.44, Synergy_HSA=-1.79.